Dataset: NCI-60 drug combinations with 297,098 pairs across 59 cell lines. Task: Regression. Given two drug SMILES strings and cell line genomic features, predict the synergy score measuring deviation from expected non-interaction effect. (1) Drug 1: CN1CCC(CC1)COC2=C(C=C3C(=C2)N=CN=C3NC4=C(C=C(C=C4)Br)F)OC. Drug 2: CCCCC(=O)OCC(=O)C1(CC(C2=C(C1)C(=C3C(=C2O)C(=O)C4=C(C3=O)C=CC=C4OC)O)OC5CC(C(C(O5)C)O)NC(=O)C(F)(F)F)O. Cell line: HT29. Synergy scores: CSS=2.83, Synergy_ZIP=2.12, Synergy_Bliss=2.32, Synergy_Loewe=-0.838, Synergy_HSA=-0.929. (2) Drug 1: CN(C)N=NC1=C(NC=N1)C(=O)N. Drug 2: C1CCC(C(C1)N)N.C(=O)(C(=O)[O-])[O-].[Pt+4]. Cell line: MDA-MB-231. Synergy scores: CSS=2.48, Synergy_ZIP=3.79, Synergy_Bliss=-3.07, Synergy_Loewe=-28.8, Synergy_HSA=-5.96.